Task: Predict the reactants needed to synthesize the given product.. Dataset: Full USPTO retrosynthesis dataset with 1.9M reactions from patents (1976-2016) (1) Given the product [CH:1]1([N:4]2[C:12]3[C:7](=[C:8]([C:16]4[NH:20][N:19]=[N:18][N:17]=4)[CH:9]=[C:10]([C:13]([N:36]4[CH2:35][CH2:34][C:33]5([CH2:32][C:31](=[O:65])[C:30]6[C:40](=[CH:41][CH:42]=[C:28]([NH:27][C:26]7[N:22]([CH3:21])[N:23]=[CH:24][CH:25]=7)[CH:29]=6)[O:39]5)[CH2:38][CH2:37]4)=[O:15])[CH:11]=3)[CH:6]=[CH:5]2)[CH2:3][CH2:2]1, predict the reactants needed to synthesize it. The reactants are: [CH:1]1([N:4]2[C:12]3[C:7](=[C:8]([C:16]4[NH:20][N:19]=[N:18][N:17]=4)[CH:9]=[C:10]([C:13]([OH:15])=O)[CH:11]=3)[CH:6]=[CH:5]2)[CH2:3][CH2:2]1.[CH3:21][N:22]1[C:26]([NH:27][C:28]2[CH:29]=[C:30]3[C:40](=[CH:41][CH:42]=2)[O:39][C:33]2([CH2:38][CH2:37][NH:36][CH2:35][CH2:34]2)[CH2:32][CH2:31]3)=[CH:25][CH:24]=[N:23]1.Cl.CCN=C=NCCCN(C)C.Cl.C1C=CC2N([OH:65])N=NC=2C=1. (2) Given the product [F:1][C:2]1[C:11]2[CH2:10][N:9]([C@H:12]([CH:16]([CH3:17])[CH3:18])[C:13]([NH:29][CH2:28][CH2:27][S:24]([CH3:23])(=[O:26])=[O:25])=[O:15])[C:8](=[O:19])[C:7]3=[CH:20][NH:21][C:5]([C:6]=23)=[N:4][CH:3]=1, predict the reactants needed to synthesize it. The reactants are: [F:1][C:2]1[C:11]2[CH2:10][N:9]([C@H:12]([CH:16]([CH3:18])[CH3:17])[C:13]([OH:15])=O)[C:8](=[O:19])[C:7]3=[CH:20][NH:21][C:5]([C:6]=23)=[N:4][CH:3]=1.Cl.[CH3:23][S:24]([CH2:27][CH2:28][NH2:29])(=[O:26])=[O:25].C1C=CC2N(O)N=NC=2C=1.C(Cl)CCl. (3) Given the product [Cl:10][C:8]1[N:9]=[C:5]([O:2][CH3:1])[S:6][C:7]=1[CH:11]1[O:15][CH2:14][CH2:13][O:12]1, predict the reactants needed to synthesize it. The reactants are: [CH3:1][O-:2].[Na+].Cl[C:5]1[S:6][C:7]([CH:11]2[O:15][CH2:14][CH2:13][O:12]2)=[C:8]([Cl:10])[N:9]=1. (4) Given the product [CH2:1]([O:3][C:4]([C:6]1[CH:7]=[N:8][C:9]2[C:14]([C:15]=1[NH:29][CH2:28][CH2:27][C:22]1[CH:23]=[CH:24][CH:25]=[CH:26][C:21]=1[NH2:20])=[CH:13][CH:12]=[CH:11][C:10]=2[NH2:17])=[O:5])[CH3:2], predict the reactants needed to synthesize it. The reactants are: [CH2:1]([O:3][C:4]([C:6]1[CH:7]=[N:8][C:9]2[C:14]([C:15]=1Cl)=[CH:13][CH:12]=[CH:11][C:10]=2[N+:17]([O-])=O)=[O:5])[CH3:2].[NH2:20][C:21]1[CH:26]=[CH:25][CH:24]=[CH:23][C:22]=1[CH2:27][CH2:28][NH2:29]. (5) Given the product [C:1]([O:5][C:6](=[O:34])[C:7]1[CH:19]=[C:18]([O:20][CH2:21][CH2:22][CH2:23][CH2:24][CH2:25][CH2:26][CH2:27][CH2:28][CH2:29][C:30]([OH:32])=[O:31])[CH:17]=[C:9]([C:10]([O:12][C:13]([CH3:16])([CH3:15])[CH3:14])=[O:11])[CH:8]=1)([CH3:2])([CH3:3])[CH3:4], predict the reactants needed to synthesize it. The reactants are: [C:1]([O:5][C:6](=[O:34])[C:7]1[CH:19]=[C:18]([O:20][CH2:21][CH2:22][CH2:23][CH2:24][CH2:25][CH2:26][CH2:27][CH2:28][CH2:29][C:30]([O:32]C)=[O:31])[CH:17]=[C:9]([C:10]([O:12][C:13]([CH3:16])([CH3:15])[CH3:14])=[O:11])[CH:8]=1)([CH3:4])([CH3:3])[CH3:2].[OH-].[Na+].CCOC(C)=O.Cl. (6) The reactants are: [CH2:1]([N:8]1[C@@H:13]2[C@H:14]([S:16]([C:19]3[CH:24]=[CH:23][CH:22]=[CH:21][CH:20]=3)(=[O:18])=[O:17])[CH2:15][C@@:9]1([C:26]1[CH:31]=[CH:30][CH:29]=[CH:28][CH:27]=1)[C:10](=O)[CH2:11][CH2:12]2)[C:2]1[CH:7]=[CH:6][CH:5]=[CH:4][CH:3]=1.O.C1(C)C=CC(S(O)(=O)=O)=CC=1.[CH2:44]([NH2:51])[C:45]1[CH:50]=[CH:49][CH:48]=[CH:47][CH:46]=1.C([BH3-])#N.[Na+]. Given the product [CH2:44]([NH:51][C@@H:10]1[CH2:11][CH2:12][C@@H:13]2[N:8]([CH2:1][C:2]3[CH:7]=[CH:6][CH:5]=[CH:4][CH:3]=3)[C@@:9]1([C:26]1[CH:31]=[CH:30][CH:29]=[CH:28][CH:27]=1)[CH2:15][C@H:14]2[S:16]([C:19]1[CH:20]=[CH:21][CH:22]=[CH:23][CH:24]=1)(=[O:18])=[O:17])[C:45]1[CH:50]=[CH:49][CH:48]=[CH:47][CH:46]=1, predict the reactants needed to synthesize it.